From a dataset of Forward reaction prediction with 1.9M reactions from USPTO patents (1976-2016). Predict the product of the given reaction. (1) Given the reactants CCN(C(C)C)C(C)C.[C:18](O[C:18]([O:20][C:21]([CH3:24])([CH3:23])[CH3:22])=[O:19])([O:20][C:21]([CH3:24])([CH3:23])[CH3:22])=[O:19].[CH:25]12[CH2:30][CH:29]1[CH2:28][NH:27][CH:26]2[C:31]([OH:33])=[O:32], predict the reaction product. The product is: [C:21]([O:20][C:18]([N:27]1[CH2:28][CH:29]2[CH:25]([CH2:30]2)[CH:26]1[C:31]([OH:33])=[O:32])=[O:19])([CH3:22])([CH3:23])[CH3:24]. (2) Given the reactants Cl[C:2]1([C:15]([OH:17])=[O:16])[C:7]([Cl:8])=[CH:6][N:5]=[C:4]([C:9]2[CH:14]=[CH:13][CH:12]=[CH:11][N:10]=2)[NH:3]1.Cl.[NH3:19], predict the reaction product. The product is: [NH2:19][C:6]1[C:7]([Cl:8])=[C:2]([C:15]([OH:17])=[O:16])[N:3]=[C:4]([C:9]2[CH:14]=[CH:13][CH:12]=[CH:11][N:10]=2)[N:5]=1.